From a dataset of Full USPTO retrosynthesis dataset with 1.9M reactions from patents (1976-2016). Predict the reactants needed to synthesize the given product. (1) Given the product [CH2:31]([O:30][C:28]([C:27]1[NH:26][C:15](=[O:16])[N:1]([CH:2]2[CH2:3][CH2:4][N:5]([C:8]([O:10][C:11]([CH3:14])([CH3:13])[CH3:12])=[O:9])[CH2:6][CH2:7]2)[CH:33]=1)=[O:29])[CH3:32], predict the reactants needed to synthesize it. The reactants are: [NH2:1][CH:2]1[CH2:7][CH2:6][N:5]([C:8]([O:10][C:11]([CH3:14])([CH3:13])[CH3:12])=[O:9])[CH2:4][CH2:3]1.[C:15](Cl)(Cl)=[O:16].C1(C)C=CC=CC=1.[NH2:26][CH:27]([CH:33](OCC)OCC)[C:28]([O:30][CH2:31][CH3:32])=[O:29].Cl.C(=O)([O-])[O-].[Na+].[Na+].C(OC(OC(C)(C)C)=O)(OC(C)(C)C)=O. (2) The reactants are: [O:1]1[CH2:6][CH2:5][CH2:4][CH2:3][CH:2]1[O:7][CH:8]1[CH2:10][CH:9]1[C:11]([O:13]CC)=O.[C-]#[N:17].[Na+].N. Given the product [O:1]1[CH2:6][CH2:5][CH2:4][CH2:3][CH:2]1[O:7][CH:8]1[CH2:10][CH:9]1[C:11]([NH2:17])=[O:13], predict the reactants needed to synthesize it.